From a dataset of Forward reaction prediction with 1.9M reactions from USPTO patents (1976-2016). Predict the product of the given reaction. (1) Given the reactants C([N-]C(C)C)(C)C.[Li+].[F:9][C:10]1[CH:17]=[CH:16][CH:15]=[C:14]([O:18][CH3:19])[C:11]=1[C:12]#[N:13].[C:20](=[O:22])=[O:21], predict the reaction product. The product is: [C:12]([C:11]1[C:10]([F:9])=[C:17]([CH:16]=[CH:15][C:14]=1[O:18][CH3:19])[C:20]([OH:22])=[O:21])#[N:13]. (2) The product is: [F:1][C:2]1[CH:7]=[CH:6][C:5]([F:8])=[CH:4][C:3]=1[S:9]([N:12]([C:16]1[CH:21]=[CH:20][CH:19]=[C:18]([C:22]2[C:26]([C:27]3[CH:32]=[CH:31][N:30]=[CH:29][CH:28]=3)=[CH:25][N:24]([CH2:33][CH2:34][N:49]3[CH2:50][CH2:51][N:46]([CH3:45])[CH2:47][CH2:48]3)[N:23]=2)[C:17]=1[F:36])[CH2:13][O:14][CH3:15])(=[O:10])=[O:11]. Given the reactants [F:1][C:2]1[CH:7]=[CH:6][C:5]([F:8])=[CH:4][C:3]=1[S:9]([N:12]([C:16]1[CH:21]=[CH:20][CH:19]=[C:18]([C:22]2[C:26]([C:27]3[CH:32]=[CH:31][N:30]=[CH:29][CH:28]=3)=[CH:25][N:24]([CH2:33][CH2:34]O)[N:23]=2)[C:17]=1[F:36])[CH2:13][O:14][CH3:15])(=[O:11])=[O:10].C(Cl)Cl.S(Cl)(C)(=O)=O.[CH3:45][N:46]1[CH2:51][CH2:50][NH:49][CH2:48][CH2:47]1, predict the reaction product. (3) Given the reactants O[CH2:2][C:3]1[S:7][C:6](/[CH:8]=[CH:9]/[C:10]([NH:12][CH:13]([C:18]2[CH:23]=[CH:22][CH:21]=[C:20]([C:24]([F:27])([F:26])[F:25])[CH:19]=2)[C:14]([F:17])([F:16])[F:15])=[O:11])=[CH:5][C:4]=1[CH3:28].[CH:29]([N:32](CC)C(C)C)(C)[CH3:30].CS(Cl)(=O)=O.C(N)C, predict the reaction product. The product is: [CH2:29]([NH:32][CH2:2][C:3]1[S:7][C:6](/[CH:8]=[CH:9]/[C:10]([NH:12][CH:13]([C:18]2[CH:23]=[CH:22][CH:21]=[C:20]([C:24]([F:27])([F:26])[F:25])[CH:19]=2)[C:14]([F:17])([F:16])[F:15])=[O:11])=[CH:5][C:4]=1[CH3:28])[CH3:30]. (4) Given the reactants Br[C:2]1[N:3]([CH2:12][C:13]#[C:14][CH3:15])[C:4]2[C:9](=[O:10])[NH:8][N:7]=[CH:6][C:5]=2[N:11]=1.C(=O)([O-])[O-].[K+].[K+].[C:22]([O:26][C:27]([N:29]1[CH2:34][CH2:33][NH:32][CH2:31][CH2:30]1)=[O:28])([CH3:25])([CH3:24])[CH3:23].O, predict the reaction product. The product is: [C:22]([O:26][C:27]([N:29]1[CH2:34][CH2:33][N:32]([C:2]2[N:3]([CH2:12][C:13]#[C:14][CH3:15])[C:4]3[C:9](=[O:10])[NH:8][N:7]=[CH:6][C:5]=3[N:11]=2)[CH2:31][CH2:30]1)=[O:28])([CH3:25])([CH3:23])[CH3:24].